Dataset: Full USPTO retrosynthesis dataset with 1.9M reactions from patents (1976-2016). Task: Predict the reactants needed to synthesize the given product. (1) The reactants are: [NH:1]1[CH2:6][CH2:5][CH:4]([NH:7][C:8]([C:10]2[O:11][C:12]3[C:17]([C:18](=[O:20])[CH:19]=2)=[CH:16][CH:15]=[C:14]([F:21])[CH:13]=3)=[O:9])[CH2:3][CH2:2]1.[C:22]([C:25]1[CH:35]=[CH:34][C:28]2[N:29]([CH3:33])[C:30](=[O:32])[O:31][C:27]=2[CH:26]=1)(=O)[CH3:23].CCO.[BH-](OC(C)=O)(OC(C)=O)OC(C)=O.[Na+]. Given the product [F:21][C:14]1[CH:13]=[C:12]2[C:17]([C:18](=[O:20])[CH:19]=[C:10]([C:8]([NH:7][CH:4]3[CH2:3][CH2:2][N:1]([CH:22]([C:25]4[CH:35]=[CH:34][C:28]5[N:29]([CH3:33])[C:30](=[O:32])[O:31][C:27]=5[CH:26]=4)[CH3:23])[CH2:6][CH2:5]3)=[O:9])[O:11]2)=[CH:16][CH:15]=1, predict the reactants needed to synthesize it. (2) Given the product [Cl:3][C:4]1[CH:27]=[CH:26][CH:25]=[CH:24][C:5]=1[CH2:6][O:7][C:8](=[O:23])[NH:9][C:10]1[CH:14]=[N:13][N:12]([CH2:15][C:16]2[N:17]=[C:18]([CH:21]([OH:29])[OH:22])[O:19][CH:20]=2)[N:11]=1, predict the reactants needed to synthesize it. The reactants are: N#N.[Cl:3][C:4]1[CH:27]=[CH:26][CH:25]=[CH:24][C:5]=1[CH2:6][O:7][C:8](=[O:23])[NH:9][C:10]1[CH:14]=[N:13][N:12]([CH2:15][C:16]2[N:17]=[C:18]([CH2:21][OH:22])[O:19][CH:20]=2)[N:11]=1.C(C#N)(C)=[O:29]. (3) The reactants are: [CH3:1][NH:2][S:3]([CH2:6][CH2:7][C:8]1[CH:13]=[CH:12][C:11]([NH:14][C:15](=[O:17])[CH3:16])=[C:10]([C:18]#[C:19][Si](C)(C)C)[CH:9]=1)(=[O:5])=[O:4].[OH-].[K+].Cl.CCCCCCC. Given the product [C:18]([C:10]1[CH:9]=[C:8]([CH2:7][CH2:6][S:3](=[O:5])(=[O:4])[NH:2][CH3:1])[CH:13]=[CH:12][C:11]=1[NH:14][C:15](=[O:17])[CH3:16])#[CH:19], predict the reactants needed to synthesize it. (4) The reactants are: [Br:1][C:2]1[CH:7]=[CH:6][C:5]([SH:8])=[C:4]([C:9]([F:12])([F:11])[F:10])[CH:3]=1.[C:13]([NH2:17])(=[O:16])[CH:14]=[CH2:15].B([O-])([O-])[O-].B([O-])([O-])[O-].B([O-])([O-])[O-].B([O-])([O-])[O-].[Na+].[Na+].[Na+].[Na+].[Na+].[Na+].[Na+].[Na+].[Na+].[Na+].[Na+].[Na+]. Given the product [Br:1][C:2]1[CH:7]=[CH:6][C:5]([S:8][CH2:15][CH2:14][C:13]([NH2:17])=[O:16])=[C:4]([C:9]([F:12])([F:10])[F:11])[CH:3]=1, predict the reactants needed to synthesize it. (5) Given the product [CH:18]1([N:13]2[C:12]([C:29]3[CH:34]=[CH:33][CH:32]=[CH:31][CH:30]=3)=[C:11]3[C:15]([CH2:16][CH2:17][NH:8][CH2:9][CH2:10]3)=[N:14]2)[CH2:19][CH2:20]1, predict the reactants needed to synthesize it. The reactants are: C(OC([N:8]1[CH2:17][CH2:16][C:15]2[C:11](=[C:12](OS(C(F)(F)F)(=O)=O)[N:13]([CH:18]3[CH2:20][CH2:19]3)[N:14]=2)[CH2:10][CH2:9]1)=O)(C)(C)C.[C:29]1(B(O)O)[CH:34]=[CH:33][CH:32]=[CH:31][CH:30]=1. (6) Given the product [CH3:16][N:17]([CH:19]=[C:9]1[C:10](=[O:12])[CH2:11][CH:6]([C:2]2[S:1][CH:5]=[CH:4][CH:3]=2)[CH2:7][C:8]1=[O:13])[CH3:18], predict the reactants needed to synthesize it. The reactants are: [S:1]1[CH:5]=[CH:4][CH:3]=[C:2]1[CH:6]1[CH2:11][C:10](=[O:12])[CH2:9][C:8](=[O:13])[CH2:7]1.CO[CH:16](OC)[N:17]([CH3:19])[CH3:18].ClC1C=CC(C2CC(=O)C(=CN(C)C)C(=O)C2)=CC=1.